From a dataset of Catalyst prediction with 721,799 reactions and 888 catalyst types from USPTO. Predict which catalyst facilitates the given reaction. (1) Reactant: Cl.Cl.[CH3:3][CH:4]([O:6][C@H:7]1[CH2:12][CH2:11][C@H:10]([N:13]2[CH2:18][CH2:17][CH:16]([NH2:19])[CH2:15][CH2:14]2)[CH2:9][CH2:8]1)[CH3:5].C(N(C(C)C)CC)(C)C.[F:29][C:30]1[CH:35]=[C:34]([N+:36]([O-:38])=[O:37])[C:33](F)=[CH:32][C:31]=1[CH3:40]. The catalyst class is: 9. Product: [F:29][C:30]1[C:31]([CH3:40])=[CH:32][C:33]([NH:19][CH:16]2[CH2:15][CH2:14][N:13]([C@H:10]3[CH2:9][CH2:8][C@H:7]([O:6][CH:4]([CH3:3])[CH3:5])[CH2:12][CH2:11]3)[CH2:18][CH2:17]2)=[C:34]([N+:36]([O-:38])=[O:37])[CH:35]=1. (2) Reactant: O[C:2]([CH:4]([C:6]1[CH:15]=[CH:14][C:9]([CH2:10][CH:11]([CH3:13])[CH3:12])=[CH:8][CH:7]=1)[CH3:5])=[O:3].[NH2:16][CH2:17][CH2:18][CH2:19][CH2:20][OH:21].CN(C(ON1N=NC2C1=CC=CC=2)=[N+](C)C)C.F[P-](F)(F)(F)(F)F.C(N(CC)C(C)C)(C)C. Product: [OH:21][CH2:20][CH2:19][CH2:18][CH2:17][NH:16][C:2](=[O:3])[CH:4]([C:6]1[CH:15]=[CH:14][C:9]([CH2:10][CH:11]([CH3:13])[CH3:12])=[CH:8][CH:7]=1)[CH3:5]. The catalyst class is: 42. (3) Reactant: [C:1]([Si:5]([CH3:30])([CH3:29])[O:6][C@H:7]1[CH2:15][CH2:14][CH2:13][C@@:12]2([CH3:16])[C@H:8]1[CH2:9][CH2:10][C@@H:11]2[C@:17]([CH3:28])([CH2:25][C:26]#[CH:27])[CH2:18][CH2:19][CH2:20][C:21]([CH3:24])([OH:23])[CH3:22])([CH3:4])([CH3:3])[CH3:2].ClCCl. Product: [C:1]([Si:5]([CH3:29])([CH3:30])[O:6][C@H:7]1[CH2:15][CH2:14][CH2:13][C@@:12]2([CH3:16])[C@H:8]1[CH2:9][CH2:10][C@@H:11]2[C@:17]([CH3:28])([CH2:25][C:26]#[CH:27])[CH2:18][CH2:19][CH2:20][C:21]([CH3:22])([O:23][Si:5]([CH3:30])([CH3:29])[CH3:1])[CH3:24])([CH3:4])([CH3:3])[CH3:2]. The catalyst class is: 6.